From a dataset of Full USPTO retrosynthesis dataset with 1.9M reactions from patents (1976-2016). Predict the reactants needed to synthesize the given product. (1) Given the product [CH3:1][O:2][C:3]1[CH:4]=[C:5]2[C:10](=[CH:11][C:12]=1[O:13][CH3:14])[N:9]=[CH:8][CH:7]=[C:6]2[O:15][C:16]1[CH:22]=[CH:21][C:19]([NH:20][C:26](=[O:28])[O:46][CH:43]([C:37]2[CH:42]=[CH:41][CH:40]=[CH:39][CH:38]=2)[CH2:44][CH3:45])=[C:18]([CH3:23])[C:17]=1[CH3:24], predict the reactants needed to synthesize it. The reactants are: [CH3:1][O:2][C:3]1[CH:4]=[C:5]2[C:10](=[CH:11][C:12]=1[O:13][CH3:14])[N:9]=[CH:8][CH:7]=[C:6]2[O:15][C:16]1[CH:22]=[CH:21][C:19]([NH2:20])=[C:18]([CH3:23])[C:17]=1[CH3:24].Cl[C:26](Cl)([O:28]C(=O)OC(Cl)(Cl)Cl)Cl.[C:37]1([CH:43]([OH:46])[CH2:44][CH3:45])[CH:42]=[CH:41][CH:40]=[CH:39][CH:38]=1.C(=O)(O)[O-].[Na+]. (2) Given the product [CH3:1][CH:2]1[CH:7]([OH:8])[CH2:6][CH2:5][N:4]([C:11]2[N:12]=[N:13][CH:14]=[CH:15][N:16]=2)[CH2:3]1, predict the reactants needed to synthesize it. The reactants are: [CH3:1][CH:2]1[CH:7]([OH:8])[CH2:6][CH2:5][NH:4][CH2:3]1.CS[C:11]1[N:12]=[N:13][CH:14]=[CH:15][N:16]=1.N1(C2N=NC=CN=2)CCNCC1.